From a dataset of Full USPTO retrosynthesis dataset with 1.9M reactions from patents (1976-2016). Predict the reactants needed to synthesize the given product. The reactants are: [H-].[Na+].[CH2:3]([OH:8])[C:4]#[C:5][CH2:6][CH3:7].Cl[C:10]1[N:15]=[CH:14][N:13]=[C:12]([O:16][CH:17]([CH3:22])[C:18]([CH3:21])([OH:20])[CH3:19])[CH:11]=1.[Cl-].[NH4+]. Given the product [CH2:3]([O:8][C:10]1[CH:11]=[C:12]([O:16][CH:17]([CH3:22])[C:18]([OH:20])([CH3:19])[CH3:21])[N:13]=[CH:14][N:15]=1)[C:4]#[C:5][CH2:6][CH3:7], predict the reactants needed to synthesize it.